This data is from Catalyst prediction with 721,799 reactions and 888 catalyst types from USPTO. The task is: Predict which catalyst facilitates the given reaction. (1) Reactant: [CH:1]1([N:7]2[CH2:11][CH2:10][CH:9]([C:12]([O:14][CH3:15])=[O:13])[C:8]2=[O:16])[CH2:6][CH2:5][CH2:4][CH2:3][CH2:2]1.[H-].[Na+].Cl[CH2:20][C:21]1[C:26]([Cl:27])=[CH:25][CH:24]=[CH:23][C:22]=1[Cl:28].[Cl-].[NH4+]. Product: [CH:1]1([N:7]2[CH2:11][CH2:10][C:9]([CH2:20][C:21]3[C:26]([Cl:27])=[CH:25][CH:24]=[CH:23][C:22]=3[Cl:28])([C:12]([O:14][CH3:15])=[O:13])[C:8]2=[O:16])[CH2:2][CH2:3][CH2:4][CH2:5][CH2:6]1. The catalyst class is: 7. (2) Reactant: [C:1]([O:5][C:6](=[O:28])[CH:7]([NH:20][C:21]([O:23][C:24]([CH3:27])([CH3:26])[CH3:25])=[O:22])[CH2:8][CH2:9][C:10]([O:12]CC1C=CC=CC=1)=[O:11])([CH3:4])([CH3:3])[CH3:2]. Product: [C:1]([O:5][C:6](=[O:28])[CH:7]([NH:20][C:21]([O:23][C:24]([CH3:27])([CH3:26])[CH3:25])=[O:22])[CH2:8][CH2:9][C:10]([OH:12])=[O:11])([CH3:4])([CH3:3])[CH3:2]. The catalyst class is: 29. (3) Reactant: [CH:1]([C:4]1[CH:12]=[C:11]([N+:13]([O-:15])=[O:14])[CH:10]=[CH:9][C:5]=1[C:6]([OH:8])=[O:7])([CH3:3])[CH3:2].[Br:16][CH2:17][CH2:18]O.S(=O)(=O)(O)O. Product: [Br:16][CH2:17][CH2:18][O:7][C:6](=[O:8])[C:5]1[CH:9]=[CH:10][C:11]([N+:13]([O-:15])=[O:14])=[CH:12][C:4]=1[CH:1]([CH3:3])[CH3:2]. The catalyst class is: 6. (4) Reactant: [OH:1][CH2:2][C@@:3]12[CH2:8][C@@H:7]1[CH2:6][O:5][C:4]2=[O:9].[H-].[Na+].[CH:12]1[CH:17]=[CH:16][C:15]([CH2:18]Br)=[CH:14][CH:13]=1. Product: [CH2:18]([O:1][CH2:2][C@@:3]12[CH2:8][C@@H:7]1[CH2:6][O:5][C:4]2=[O:9])[C:15]1[CH:16]=[CH:17][CH:12]=[CH:13][CH:14]=1. The catalyst class is: 1. (5) Reactant: [CH3:1][C:2]1[N:7]=[C:6]([N:8]([C:16]([O:18][C:19]([CH3:22])([CH3:21])[CH3:20])=[O:17])[C:9]([O:11][C:12]([CH3:15])([CH3:14])[CH3:13])=[O:10])[CH:5]=[C:4]([C:23]2[CH:28]=[CH:27][N:26]=[CH:25][C:24]=2[NH2:29])[CH:3]=1.[NH2:30][C:31]1[C:32]([C:38](O)=[O:39])=[N:33][C:34]([Br:37])=[CH:35][CH:36]=1.C(Cl)CCl.C1C=NC2N(O)N=NC=2C=1. Product: [NH2:30][C:31]1[C:32]([C:38]([NH:29][C:24]2[CH:25]=[N:26][CH:27]=[CH:28][C:23]=2[C:4]2[CH:3]=[C:2]([CH3:1])[N:7]=[C:6]([N:8]([C:16]([O:18][C:19]([CH3:22])([CH3:20])[CH3:21])=[O:17])[C:9]([O:11][C:12]([CH3:13])([CH3:14])[CH3:15])=[O:10])[CH:5]=2)=[O:39])=[N:33][C:34]([Br:37])=[CH:35][CH:36]=1. The catalyst class is: 37. (6) Reactant: CC(C)(C)C(NC1C=CC=CC=1[C:12]1[C:25]2[C:24](=O)[C:23]3[C:18](=[CH:19][CH:20]=[CH:21][CH:22]=3)[N:17]([CH3:27])[C:16]=2[CH:15]=[CH:14][CH:13]=1)=O.C([O-])([O-])=O.[Na+].[Na+]. Product: [CH3:27][N:17]1[C:16]2[C:25]3[C:12](=[C:15]4[C:16](=[N:17][C:24]=3[C:23]3[CH:22]=[CH:21][CH:20]=[CH:19][C:18]1=3)[CH:25]=[CH:12][CH:13]=[CH:14]4)[CH:13]=[CH:14][CH:15]=2. The catalyst class is: 1. (7) Reactant: Cl.[NH:2]1[CH2:8][CH2:7][CH2:6][C:5](=[O:9])[CH2:4][CH2:3]1.C(=O)([O-])[O-].[Na+].[Na+].[C:16](O[C:16]([O:18][C:19]([CH3:22])([CH3:21])[CH3:20])=[O:17])([O:18][C:19]([CH3:22])([CH3:21])[CH3:20])=[O:17]. Product: [C:19]([O:18][C:16]([N:2]1[CH2:8][CH2:7][CH2:6][C:5](=[O:9])[CH2:4][CH2:3]1)=[O:17])([CH3:22])([CH3:21])[CH3:20]. The catalyst class is: 90. (8) Reactant: OC1C(=O)NN=C(CCC2C=CC=CC=2)C=1.C([O:24][C:25]1[N:26]=[N:27][C:28]([C:39]([C:41]2[CH:46]=[CH:45][CH:44]=[CH:43][CH:42]=2)=[CH2:40])=[CH:29][C:30]=1[O:31]CC1C=CC=CC=1)C1C=CC=CC=1. Product: [C:41]1([CH:39]([C:28]2[CH:29]=[C:30]([OH:31])[C:25](=[O:24])[NH:26][N:27]=2)[CH3:40])[CH:46]=[CH:45][CH:44]=[CH:43][CH:42]=1. The catalyst class is: 13.